Predict which catalyst facilitates the given reaction. From a dataset of Catalyst prediction with 721,799 reactions and 888 catalyst types from USPTO. (1) The catalyst class is: 25. Reactant: [Cl:1][C:2]1[CH:3]=[C:4]([C:14]2([OH:21])[CH2:17][CH:16]([C:18](O)=[O:19])[CH2:15]2)[CH:5]=[CH:6][C:7]=1[CH2:8][N:9]1[CH2:13][CH2:12][CH2:11][CH2:10]1.[CH3:22][NH:23][CH2:24][C:25]1[C:30]([CH3:31])=[CH:29][CH:28]=[CH:27][N:26]=1.C(P1(=O)OP(CCC)(=O)OP(CCC)(=O)O1)CC.[OH-].[Na+]. Product: [CH3:22][N:23]([CH2:24][C:25]1[C:30]([CH3:31])=[CH:29][CH:28]=[CH:27][N:26]=1)[C:18]([CH:16]1[CH2:15][C:14]([C:4]2[CH:5]=[CH:6][C:7]([CH2:8][N:9]3[CH2:10][CH2:11][CH2:12][CH2:13]3)=[C:2]([Cl:1])[CH:3]=2)([OH:21])[CH2:17]1)=[O:19]. (2) Reactant: [O:1]1[C:5]2[CH:6]=[CH:7][CH:8]=[CH:9][C:4]=2[CH2:3][CH2:2]1.[C:10]1(=[O:16])[O:15][C:13](=[O:14])[CH2:12][CH2:11]1.[Cl-].[Al+3].[Cl-].[Cl-].Cl. Product: [O:1]1[C:5]2[CH:6]=[CH:7][C:8]([C:10](=[O:16])[CH2:11][CH2:12][C:13]([OH:15])=[O:14])=[CH:9][C:4]=2[CH2:3][CH2:2]1. The catalyst class is: 4. (3) Reactant: Br[C:2]1[CH:3]=[CH:4][C:5]([O:8][CH:9]2[CH2:14][CH2:13][N:12]([C:15]([O:17][C:18]([CH3:21])([CH3:20])[CH3:19])=[O:16])[CH2:11][CH2:10]2)=[N:6][CH:7]=1.[C:22]([N:26]1[CH2:31][CH2:30][O:29][CH2:28][CH2:27]1)(=[O:25])[CH:23]=[CH2:24].C(=O)([O-])[O-].[K+].[K+]. Product: [C:18]([O:17][C:15]([N:12]1[CH2:13][CH2:14][CH:9]([O:8][C:5]2[CH:4]=[CH:3][C:2]([CH:24]=[CH:23][C:22]([N:26]3[CH2:31][CH2:30][O:29][CH2:28][CH2:27]3)=[O:25])=[CH:7][N:6]=2)[CH2:10][CH2:11]1)=[O:16])([CH3:21])([CH3:20])[CH3:19]. The catalyst class is: 274. (4) Reactant: [CH3:1][C:2]1[N:3]=[C:4]2[C:9]([NH:10][CH2:11][C:12]3[C:17]([CH3:18])=[CH:16][CH:15]=[CH:14][C:13]=3[CH3:19])=[CH:8][C:7]([C:20]([NH:22][CH2:23][CH2:24][OH:25])=[O:21])=[CH:6][N:5]2[C:26]=1[CH3:27].[CH3:28][S:29]([OH:32])(=[O:31])=[O:30]. Product: [S:29]([OH:32])(=[O:31])(=[O:30])[CH3:28].[CH3:1][C:2]1[N:3]=[C:4]2[C:9]([NH:10][CH2:11][C:12]3[C:17]([CH3:18])=[CH:16][CH:15]=[CH:14][C:13]=3[CH3:19])=[CH:8][C:7]([C:20]([NH:22][CH2:23][CH2:24][OH:25])=[O:21])=[CH:6][N:5]2[C:26]=1[CH3:27]. The catalyst class is: 8. (5) Reactant: [Cl:1][C:2]1[CH:7]=[C:6]([C:8]([F:11])([F:10])[F:9])[CH:5]=[C:4]([Cl:12])[C:3]=1[N:13]1[S:18](=[O:20])(=[O:19])[N:17](C(OC)=O)[CH2:16][CH:15]([CH3:25])[CH2:14]1.[OH-].[Na+]. Product: [Cl:12][C:4]1[CH:5]=[C:6]([C:8]([F:11])([F:9])[F:10])[CH:7]=[C:2]([Cl:1])[C:3]=1[N:13]1[CH2:14][CH:15]([CH3:25])[CH2:16][NH:17][S:18]1(=[O:19])=[O:20]. The catalyst class is: 5. (6) Reactant: [CH3:1][N:2]1[C:7](=[O:8])[C:6]([N:9]2[CH2:14][CH2:13][S:12](=[O:16])(=[O:15])[CH2:11][CH2:10]2)=[C:5]2[C:17](=[O:33])[N:18]([CH2:21][CH2:22][C:23]3[CH:32]=[CH:31][C:30]4[C:25](=[CH:26][CH:27]=[CH:28][CH:29]=4)[N:24]=3)[C:19](=O)[C:4]2=[CH:3]1.COC1C=CC(P2(SP(C3C=CC(OC)=CC=3)(=S)S2)=[S:43])=CC=1. Product: [CH3:1][N:2]1[C:7](=[O:8])[C:6]([N:9]2[CH2:14][CH2:13][S:12](=[O:16])(=[O:15])[CH2:11][CH2:10]2)=[C:5]2[C:17](=[O:33])[N:18]([CH2:21][CH2:22][C:23]3[CH:32]=[CH:31][C:30]4[C:25](=[CH:26][CH:27]=[CH:28][CH:29]=4)[N:24]=3)[C:19](=[S:43])[C:4]2=[CH:3]1. The catalyst class is: 11. (7) Reactant: [NH2:1][C:2]1[CH:7]=[C:6]([Cl:8])[N:5]=[C:4](Cl)[N:3]=1.[NH2:10][NH2:11].[CH3:12][C:13](=O)[CH2:14][C:15](=O)[CH3:16].C(O)C. Product: [Cl:8][C:6]1[N:5]=[C:4]([N:10]2[C:13]([CH3:12])=[CH:14][C:15]([CH3:16])=[N:11]2)[N:3]=[C:2]([NH2:1])[CH:7]=1. The catalyst class is: 264. (8) Reactant: [CH3:1][C@@H:2]1[CH2:7][CH:6]([CH:8]=O)[CH2:5][C@H:4]([CH3:10])[O:3]1.[Br:11][C:12]1[N:17]=[C:16]([NH2:18])[CH:15]=[CH:14][CH:13]=1.C(O[BH-](OC(=O)C)OC(=O)C)(=O)C.[Na+].C(O)(=O)C. Product: [Br:11][C:12]1[N:17]=[C:16]([NH:18][CH2:8][CH:6]2[CH2:7][C@H:2]([CH3:1])[O:3][C@H:4]([CH3:10])[CH2:5]2)[CH:15]=[CH:14][CH:13]=1. The catalyst class is: 4.